Task: Predict the product of the given reaction.. Dataset: Forward reaction prediction with 1.9M reactions from USPTO patents (1976-2016) Given the reactants C(OC([N:8]([C:16]1[C:21]([CH3:22])=[CH:20][C:19]([C:23]#[N:24])=[CH:18][C:17]=1[NH:25][C:26]([O:28][CH2:29][CH2:30][CH2:31][CH2:32][CH2:33][CH2:34][CH3:35])=[O:27])C(=O)OC(C)(C)C)=O)(C)(C)C.C(O)(C(F)(F)F)=O.C([O-])(O)=O.[Na+], predict the reaction product. The product is: [NH2:8][C:16]1[C:21]([CH3:22])=[CH:20][C:19]([C:23]#[N:24])=[CH:18][C:17]=1[NH:25][C:26](=[O:27])[O:28][CH2:29][CH2:30][CH2:31][CH2:32][CH2:33][CH2:34][CH3:35].